This data is from Reaction yield outcomes from USPTO patents with 853,638 reactions. The task is: Predict the reaction yield, written as a fraction of the theoretical maximum amount of product (1.0 means a 100% yield; for example, 0.34 means a 34% yield). (1) The reactants are [Cl:1][CH2:2][C:3]1[C:4]([C:13]([F:16])([F:15])[F:14])=[N:5][N:6]([CH3:12])[C:7]=1[O:8][CH:9]([F:11])[F:10].[NH2:17][C:18]([NH2:20])=[S:19]. The catalyst is C(O)C. The product is [ClH:1].[F:10][CH:9]([F:11])[O:8][C:7]1[N:6]([CH3:12])[N:5]=[C:4]([C:13]([F:16])([F:15])[F:14])[C:3]=1[CH2:2][S:19][C:18](=[NH:17])[NH2:20]. The yield is 0.964. (2) The reactants are Cl.[CH3:2][C:3]1([NH2:7])[CH2:6][CH2:5][CH2:4]1.Cl[C:9]1[N:18]([CH3:19])[C:17](=[O:20])[C:16]2[C:11](=[C:12]([I:21])[CH:13]=[CH:14][CH:15]=2)[N:10]=1. The catalyst is C1COCC1.CCOC(C)=O. The product is [I:21][C:12]1[CH:13]=[CH:14][CH:15]=[C:16]2[C:11]=1[N:10]=[C:9]([NH:7][C:3]1([CH3:2])[CH2:6][CH2:5][CH2:4]1)[N:18]([CH3:19])[C:17]2=[O:20]. The yield is 0.850. (3) The product is [CH3:11][N:9]1[CH:10]=[C:6]([C:4](=[O:5])[CH2:13][C:14]2[CH:19]=[CH:18][CH:17]=[CH:16][CH:15]=2)[CH:7]=[N:8]1. The reactants are CON(C)[C:4]([C:6]1[CH:7]=[N:8][N:9]([CH3:11])[CH:10]=1)=[O:5].[CH2:13]([Mg]Cl)[C:14]1[CH:19]=[CH:18][CH:17]=[CH:16][CH:15]=1. The yield is 0.740. The catalyst is C1COCC1. (4) The reactants are [Br:1][C:2]1[CH:9]=[C:8]([F:10])[CH:7]=[CH:6][C:3]=1[CH:4]=[O:5].[F:11][C:12]([Si](C)(C)C)([F:14])[F:13].Cl. The catalyst is C1COCC1.C(Cl)(Cl)Cl.[N+](CCCC)(CCCC)(CCCC)CCCC.[F-]. The product is [Br:1][C:2]1[CH:9]=[C:8]([F:10])[CH:7]=[CH:6][C:3]=1[CH:4]([OH:5])[C:12]([F:14])([F:13])[F:11]. The yield is 0.900. (5) The reactants are [Li]CCCC.[CH3:6][Si:7]([C:10]#[CH:11])([CH3:9])[CH3:8].[C:12]1([C:22]([C:24]2[CH:29]=[CH:28][CH:27]=[CH:26][CH:25]=2)=[O:23])[C:21]2[C:16](=[CH:17][CH:18]=[CH:19][CH:20]=2)[CH:15]=[CH:14][CH:13]=1. The catalyst is C1COCC1. The product is [C:12]1([C:22]([C:24]2[CH:29]=[CH:28][CH:27]=[CH:26][CH:25]=2)([OH:23])[C:11]#[C:10][Si:7]([CH3:9])([CH3:8])[CH3:6])[C:21]2[C:16](=[CH:17][CH:18]=[CH:19][CH:20]=2)[CH:15]=[CH:14][CH:13]=1. The yield is 1.00. (6) The reactants are [Cl:1][C:2]1[CH:7]=[CH:6][C:5]([C:8]2[C:14]3[CH:15]=[C:16]([O:19][CH3:20])[CH:17]=[CH:18][C:13]=3[N:12]3[C:21]([CH3:24])=[N:22][N:23]=[C:11]3[C@H:10]([CH2:25][C:26]([O:28]C)=[O:27])[N:9]=2)=[CH:4][CH:3]=1.[OH-].[Na+]. The catalyst is C1COCC1. The product is [Cl:1][C:2]1[CH:7]=[CH:6][C:5]([C:8]2[C:14]3[CH:15]=[C:16]([O:19][CH3:20])[CH:17]=[CH:18][C:13]=3[N:12]3[C:21]([CH3:24])=[N:22][N:23]=[C:11]3[C@H:10]([CH2:25][C:26]([OH:28])=[O:27])[N:9]=2)=[CH:4][CH:3]=1. The yield is 0.980. (7) The reactants are I[C:2]1[CH:3]=[C:4]2[C:9](=[CH:10][CH:11]=1)[N:8]=[CH:7][C:6]([C:12]([NH2:14])=[O:13])=[C:5]2[O:15][CH3:16].C(N(CC)CC)C.C([SiH](CCCCCC)CCCCCC)CCCCC.CN(C)[CH:45]=[O:46]. The catalyst is C([O-])(=O)C.[Pd+2].C([O-])(=O)C.C1(C(C2C=CC=CC=2)CCP)C=CC=CC=1. The product is [CH:45]([C:2]1[CH:3]=[C:4]2[C:9](=[CH:10][CH:11]=1)[N:8]=[CH:7][C:6]([C:12]([NH2:14])=[O:13])=[C:5]2[O:15][CH3:16])=[O:46]. The yield is 0.640.